From a dataset of Reaction yield outcomes from USPTO patents with 853,638 reactions. Predict the reaction yield, written as a fraction of the theoretical maximum amount of product (1.0 means a 100% yield; for example, 0.34 means a 34% yield). The reactants are [NH2:1][C:2]1[CH:18]=[CH:17][C:5]([O:6][C:7]2[CH:12]=[CH:11][N:10]=[C:9]([NH2:13])[C:8]=2[N+:14]([O-:16])=[O:15])=[CH:4][C:3]=1[S:19][CH3:20].[F:21][C:22]1[CH:27]=[CH:26][C:25]([C:28]([F:31])([F:30])[F:29])=[CH:24][C:23]=1[N:32]=[C:33]=[O:34]. No catalyst specified. The product is [NH2:13][C:9]1[C:8]([N+:14]([O-:16])=[O:15])=[C:7]([O:6][C:5]2[CH:17]=[CH:18][C:2]([NH:1][C:33]([NH:32][C:23]3[CH:24]=[C:25]([C:28]([F:29])([F:31])[F:30])[CH:26]=[CH:27][C:22]=3[F:21])=[O:34])=[C:3]([S:19][CH3:20])[CH:4]=2)[CH:12]=[CH:11][N:10]=1. The yield is 0.370.